Dataset: Full USPTO retrosynthesis dataset with 1.9M reactions from patents (1976-2016). Task: Predict the reactants needed to synthesize the given product. Given the product [C:23]([O:22][C:21]([NH:20][CH:17]1[CH2:16][CH2:15][N:14]([C:2]2[CH:7]=[C:6]([C:8]([OH:10])=[O:9])[C:5]([N+:11]([O-:13])=[O:12])=[CH:4][N:3]=2)[CH2:19][CH2:18]1)=[O:27])([CH3:26])([CH3:24])[CH3:25], predict the reactants needed to synthesize it. The reactants are: Cl[C:2]1[CH:7]=[C:6]([C:8]([OH:10])=[O:9])[C:5]([N+:11]([O-:13])=[O:12])=[CH:4][N:3]=1.[NH:14]1[CH2:19][CH2:18][CH:17]([NH:20][C:21](=[O:27])[O:22][C:23]([CH3:26])([CH3:25])[CH3:24])[CH2:16][CH2:15]1.C(N(CC)CC)C.Cl.